Dataset: Reaction yield outcomes from USPTO patents with 853,638 reactions. Task: Predict the reaction yield, written as a fraction of the theoretical maximum amount of product (1.0 means a 100% yield; for example, 0.34 means a 34% yield). (1) The reactants are [Br:1][C:2]1[CH:3]=[C:4]2[C:9](=[CH:10][CH:11]=1)[CH:8]=[C:7]([OH:12])[CH:6]=[CH:5]2.[Si:13](Cl)([C:16]([CH3:19])([CH3:18])[CH3:17])([CH3:15])[CH3:14].C(N(CC)CC)C. The catalyst is CN(C1C=CN=CC=1)C.C1COCC1.C(OCC)(=O)C. The product is [Br:1][C:2]1[CH:3]=[C:4]2[C:9](=[CH:10][CH:11]=1)[CH:8]=[C:7]([O:12][Si:13]([C:16]([CH3:19])([CH3:18])[CH3:17])([CH3:15])[CH3:14])[CH:6]=[CH:5]2. The yield is 0.950. (2) The reactants are Br[CH2:2][CH2:3][CH2:4][CH2:5][C:6]1[CH:11]=[CH:10][C:9]([O:12][CH3:13])=[CH:8][C:7]=1[CH3:14].[I-:15].[Na+]. The catalyst is CC(C)=O. The product is [I:15][CH2:2][CH2:3][CH2:4][CH2:5][C:6]1[CH:11]=[CH:10][C:9]([O:12][CH3:13])=[CH:8][C:7]=1[CH3:14]. The yield is 0.910. (3) The reactants are [Cl:1][C:2]1[CH:7]=[CH:6][C:5]([S:8]([CH:11]([C:20]2[CH:25]=[C:24]([F:26])[CH:23]=[CH:22][C:21]=2[F:27])[CH2:12][CH2:13][NH:14][C:15](=[O:19])[O:16][CH2:17][CH3:18])(=[O:10])=[O:9])=[CH:4][CH:3]=1.[H-].[Na+].I[CH3:31].O. The catalyst is O1CCCC1.CCCCCC. The product is [Cl:1][C:2]1[CH:3]=[CH:4][C:5]([S:8]([CH:11]([C:20]2[CH:25]=[C:24]([F:26])[CH:23]=[CH:22][C:21]=2[F:27])[CH2:12][CH2:13][N:14]([CH3:31])[C:15](=[O:19])[O:16][CH2:17][CH3:18])(=[O:10])=[O:9])=[CH:6][CH:7]=1. The yield is 0.810. (4) The yield is 0.620. The product is [CH2:8]([C:10]1([C:16]2[CH:17]=[C:18]([NH:22][S:23]([CH3:26])(=[O:25])=[O:24])[CH:19]=[CH:20][CH:21]=2)[CH:15]2[CH:11]1[CH2:12][N:13]([CH2:8][CH:10]1[CH2:15][CH:11]1[C:3]1[CH:2]=[CH:38][CH:37]=[CH:43][CH:42]=1)[CH2:14]2)[CH3:9]. The catalyst is C(OCC)(=O)C.ClCCl. The reactants are F[C:2](F)(F)[C:3](O)=O.[CH2:8]([C:10]1([C:16]2[CH:17]=[C:18]([NH:22][S:23]([CH3:26])(=[O:25])=[O:24])[CH:19]=[CH:20][CH:21]=2)[CH:15]2[CH:11]1[CH2:12][NH:13][CH2:14]2)[CH3:9].C(O[BH-](O[C:37](=O)[CH3:38])OC(=O)C)(=O)C.[Na+].Cl[CH2:42][CH2:43]Cl. (5) The reactants are [Br:1][C:2]1[CH:3]=[C:4]2[C:9](=[CH:10][CH:11]=1)[CH:8]=[C:7]([OH:12])[CH:6]=[CH:5]2.N1C=CN=C1.[Si:18](Cl)([C:21]([CH3:24])([CH3:23])[CH3:22])([CH3:20])[CH3:19]. The catalyst is CN(C)C=O. The product is [Br:1][C:2]1[CH:3]=[C:4]2[C:9](=[CH:10][CH:11]=1)[CH:8]=[C:7]([O:12][Si:18]([C:21]([CH3:24])([CH3:23])[CH3:22])([CH3:20])[CH3:19])[CH:6]=[CH:5]2. The yield is 0.980. (6) The reactants are C([N:4]1[C:12]2[C:7](=[CH:8][C:9]([I:14])=[C:10]([CH3:13])[CH:11]=2)[CH:6]=[N:5]1)(=O)C.N. The catalyst is C1COCC1. The product is [I:14][C:9]1[CH:8]=[C:7]2[C:12](=[CH:11][C:10]=1[CH3:13])[NH:4][N:5]=[CH:6]2. The yield is 1.00. (7) The reactants are [CH3:1][O:2][C:3]1[CH:16]=[CH:15][C:6]([CH:7]=[C:8]2[CH2:13][CH2:12][CH2:11][CH2:10][C:9]2=[O:14])=[CH:5][CH:4]=1.C(OCC)(=O)/C=C\C(OCC)=O. The catalyst is [C].[Pd].C1(C)C=CC=CC=1. The product is [CH3:1][O:2][C:3]1[CH:16]=[CH:15][C:6]([CH2:7][C:8]2[CH:13]=[CH:12][CH:11]=[CH:10][C:9]=2[OH:14])=[CH:5][CH:4]=1. The yield is 0.620.